Dataset: Forward reaction prediction with 1.9M reactions from USPTO patents (1976-2016). Task: Predict the product of the given reaction. (1) The product is: [NH:23]1[C:24]2[C:20](=[CH:19][C:18]([NH:17][C:16]3[C:15]([C:27]#[N:28])=[CH:14][N:13]=[C:12]4[S:29][C:9]([C:5]5[CH:6]=[CH:7][CH:8]=[C:3]([CH2:1][N:34]6[CH2:35][CH2:36][N:31]([CH3:30])[CH2:32][CH2:33]6)[CH:4]=5)=[CH:10][C:11]=34)=[CH:26][CH:25]=2)[CH:21]=[CH:22]1. Given the reactants [CH:1]([C:3]1[CH:4]=[C:5]([C:9]2[S:29][C:12]3=[N:13][CH:14]=[C:15]([C:27]#[N:28])[C:16]([NH:17][C:18]4[CH:19]=[C:20]5[C:24](=[CH:25][CH:26]=4)[NH:23][CH:22]=[CH:21]5)=[C:11]3[CH:10]=2)[CH:6]=[CH:7][CH:8]=1)=O.[CH3:30][N:31]1[CH2:36][CH2:35][NH:34][CH2:33][CH2:32]1.C(O[BH-](OC(=O)C)OC(=O)C)(=O)C.[Na+], predict the reaction product. (2) Given the reactants [CH:1]1([N:4]([C@@H:22]([C:24]2[CH:29]=[C:28]([CH2:30][CH2:31][CH2:32][NH:33][C:34]([O:36][CH3:37])=[O:35])[N:27]=[C:26]([O:38][CH3:39])[CH:25]=2)[CH3:23])[C:5]([C@@H:7]2[O:12][C@H:11]([CH2:13][OH:14])[CH2:10][N:9]([C:15]([O:17][C:18]([CH3:21])([CH3:20])[CH3:19])=[O:16])[CH2:8]2)=[O:6])[CH2:3][CH2:2]1.Cl.CN(C)C.[CH3:45][S:46](Cl)(=[O:48])=[O:47].S([O-])(O)(=O)=O.[K+], predict the reaction product. The product is: [CH:1]1([N:4]([C@@H:22]([C:24]2[CH:29]=[C:28]([CH2:30][CH2:31][CH2:32][NH:33][C:34]([O:36][CH3:37])=[O:35])[N:27]=[C:26]([O:38][CH3:39])[CH:25]=2)[CH3:23])[C:5]([C@@H:7]2[O:12][C@H:11]([CH2:13][O:14][S:46]([CH3:45])(=[O:48])=[O:47])[CH2:10][N:9]([C:15]([O:17][C:18]([CH3:20])([CH3:19])[CH3:21])=[O:16])[CH2:8]2)=[O:6])[CH2:2][CH2:3]1. (3) Given the reactants [NH2:1][C:2]1[NH:6][N:5]=[C:4]2[C:7]([CH3:18])([CH3:17])[N:8]([C:10]([O:12][C:13]([CH3:16])([CH3:15])[CH3:14])=[O:11])[CH2:9][C:3]=12.C(N(CC)C(C)C)(C)C.Cl[C:29]([O:31][CH2:32][CH3:33])=[O:30], predict the reaction product. The product is: [NH2:1][C:2]1[N:6]([C:29]([O:31][CH2:32][CH3:33])=[O:30])[N:5]=[C:4]2[C:7]([CH3:18])([CH3:17])[N:8]([C:10]([O:12][C:13]([CH3:16])([CH3:15])[CH3:14])=[O:11])[CH2:9][C:3]=12.